Predict the product of the given reaction. From a dataset of Forward reaction prediction with 1.9M reactions from USPTO patents (1976-2016). (1) Given the reactants [CH3:1][N:2]1[C:6]([NH:7][C:8]2[N:13]=[CH:12][C:11]([O:14][CH2:15][C:16]3[C:21]([F:22])=[C:20]([F:23])[CH:19]=[C:18]([F:24])[C:17]=3[F:25])=[CH:10][N:9]=2)=[CH:5][C:4]([C:26]([O:28]CC)=[O:27])=[N:3]1.C(O)C.[OH-].[Na+].Cl, predict the reaction product. The product is: [CH3:1][N:2]1[C:6]([NH:7][C:8]2[N:9]=[CH:10][C:11]([O:14][CH2:15][C:16]3[C:17]([F:25])=[C:18]([F:24])[CH:19]=[C:20]([F:23])[C:21]=3[F:22])=[CH:12][N:13]=2)=[CH:5][C:4]([C:26]([OH:28])=[O:27])=[N:3]1. (2) Given the reactants [CH2:1]([CH:4]1[N:10]2[C:11](=[O:14])[O:12][N:13]=[C:9]2[CH2:8][CH2:7][CH2:6][CH2:5]1)[CH:2]=C.I([O-])(=O)(=O)=[O:16].[Na+], predict the reaction product. The product is: [O:14]=[C:11]1[N:10]2[CH:4]([CH2:1][CH:2]=[O:16])[CH2:5][CH2:6][CH2:7][CH2:8][C:9]2=[N:13][O:12]1. (3) Given the reactants [F:1][CH:2]1[CH:7]([NH:8][C:9](=[O:15])[O:10][C:11]([CH3:14])([CH3:13])[CH3:12])[CH2:6][CH2:5][N:4]([CH2:16][CH2:17][OH:18])[CH2:3]1.C(N(CC)CC)C.[CH3:26][S:27](Cl)(=[O:29])=[O:28], predict the reaction product. The product is: [CH3:26][S:27]([O:18][CH2:17][CH2:16][N:4]1[CH2:5][CH2:6][CH:7]([NH:8][C:9]([O:10][C:11]([CH3:13])([CH3:14])[CH3:12])=[O:15])[CH:2]([F:1])[CH2:3]1)(=[O:29])=[O:28]. (4) Given the reactants [H-].[Na+].[CH:3]1([OH:9])[CH2:8][CH2:7][CH2:6][CH2:5][CH2:4]1.Br[CH2:11][C:12]([O:14]CC)=[O:13].O, predict the reaction product. The product is: [CH:3]1([O:9][CH2:11][C:12]([OH:14])=[O:13])[CH2:8][CH2:7][CH2:6][CH2:5][CH2:4]1. (5) The product is: [CH3:1][O:2][C:3]1[CH:11]=[CH:10][CH:9]=[CH:8][C:4]=1[C:5]([NH:12][C:13]1[CH:14]=[CH:15][C:16]([C:19](=[O:26])[CH2:20][CH2:21][C:22]([OH:24])=[O:23])=[CH:17][CH:18]=1)=[O:6]. Given the reactants [CH3:1][O:2][C:3]1[CH:11]=[CH:10][CH:9]=[CH:8][C:4]=1[C:5](Cl)=[O:6].[NH2:12][C:13]1[CH:18]=[CH:17][C:16]([C:19](=[O:26])[CH2:20][CH2:21][C:22]([O:24]C)=[O:23])=[CH:15][CH:14]=1, predict the reaction product. (6) Given the reactants O[C:2]1([C:17]2[C:25]([OH:26])=[CH:24][C:20]3[O:21][CH2:22][O:23][C:19]=3[CH:18]=2)[C:10]2[C:5](=[N:6][CH:7]=[CH:8][CH:9]=2)[N:4]([CH2:11][CH2:12][CH2:13][CH2:14][CH3:15])[C:3]1=[O:16].C(N(C(C)C)CC)(C)C.S(Cl)(Cl)=O, predict the reaction product. The product is: [OH:26][C:25]1[C:17]([CH:2]2[C:10]3[C:5](=[N:6][CH:7]=[CH:8][CH:9]=3)[N:4]([CH2:11][CH2:12][CH2:13][CH2:14][CH3:15])[C:3]2=[O:16])=[CH:18][C:19]2[O:23][CH2:22][O:21][C:20]=2[CH:24]=1.